This data is from Forward reaction prediction with 1.9M reactions from USPTO patents (1976-2016). The task is: Predict the product of the given reaction. Given the reactants [CH3:1][C:2]1[CH:3]=[C:4]([C:12](=O)[CH2:13][C:14](=O)[C:15]([F:18])([F:17])[F:16])[CH:5]=[CH:6][C:7]=1[C:8]([F:11])([F:10])[F:9].[NH2:21][C:22]1[CH:26]=[CH:25][NH:24][N:23]=1, predict the reaction product. The product is: [CH3:1][C:2]1[CH:3]=[C:4]([C:12]2[CH:13]=[C:14]([C:15]([F:18])([F:17])[F:16])[N:23]3[N:24]=[CH:25][CH:26]=[C:22]3[N:21]=2)[CH:5]=[CH:6][C:7]=1[C:8]([F:11])([F:10])[F:9].